This data is from Reaction yield outcomes from USPTO patents with 853,638 reactions. The task is: Predict the reaction yield, written as a fraction of the theoretical maximum amount of product (1.0 means a 100% yield; for example, 0.34 means a 34% yield). (1) The reactants are [C:1]([NH:8][C@@H:9]([CH2:13][C:14]1[CH:21]=[C:19]([OH:20])[C:17]([OH:18])=[CH:16][CH:15]=1)[C:10]([OH:12])=[O:11])([O:3][C:4]([CH3:7])([CH3:6])[CH3:5])=[O:2].[OH-].[CH2:23]([N+:27]([CH2:36][CH2:37][CH2:38][CH3:39])([CH2:32][CH2:33][CH2:34][CH3:35])[CH2:28][CH2:29][CH2:30][CH3:31])[CH2:24][CH2:25][CH3:26]. The catalyst is CO. The product is [CH2:36]([N+:27]([CH2:23][CH2:24][CH2:25][CH3:26])([CH2:28][CH2:29][CH2:30][CH3:31])[CH2:32][CH2:33][CH2:34][CH3:35])[CH2:37][CH2:38][CH3:39].[OH:20][C:19]1[CH:21]=[C:14]([CH2:13][C@H:9]([NH:8][C:1]([O:3][C:4]([CH3:7])([CH3:6])[CH3:5])=[O:2])[C:10]([O-:12])=[O:11])[CH:15]=[CH:16][C:17]=1[OH:18]. The yield is 0.830. (2) The reactants are [Br:1][C:2]1[CH:3]=[C:4]([CH:24]=[CH:25][CH:26]=1)[CH2:5][O:6][C:7]1[CH:20]=[CH:19][C:10]([O:11][C:12]2[CH:17]=[CH:16][C:15]([OH:18])=[CH:14][CH:13]=2)=[C:9]([N+:21]([O-])=O)[CH:8]=1.[Cl-].[NH4+]. The catalyst is O.C(O)C.[Fe]. The product is [NH2:21][C:9]1[CH:8]=[C:7]([O:6][CH2:5][C:4]2[CH:24]=[CH:25][CH:26]=[C:2]([Br:1])[CH:3]=2)[CH:20]=[CH:19][C:10]=1[O:11][C:12]1[CH:17]=[CH:16][C:15]([OH:18])=[CH:14][CH:13]=1. The yield is 0.760.